From a dataset of Forward reaction prediction with 1.9M reactions from USPTO patents (1976-2016). Predict the product of the given reaction. (1) Given the reactants C(=O)([O-])[O-].[K+].[K+].[CH3:7][O:8][C:9]1[CH:14]=[CH:13][C:12]([C:15]2[CH:20]=[CH:19][C:18]([OH:21])=[CH:17][CH:16]=2)=[CH:11][CH:10]=1.Cl[CH:23]([CH2:28][CH2:29][C:30]1[CH2:35][CH2:34][CH2:33][CH2:32][CH:31]=1)[C:24]([O:26][CH3:27])=[O:25], predict the reaction product. The product is: [C:30]1([CH2:29][CH2:28][CH:23]([O:21][C:18]2[CH:17]=[CH:16][C:15]([C:12]3[CH:13]=[CH:14][C:9]([O:8][CH3:7])=[CH:10][CH:11]=3)=[CH:20][CH:19]=2)[C:24]([O:26][CH3:27])=[O:25])[CH2:35][CH2:34][CH2:33][CH2:32][CH:31]=1. (2) Given the reactants C(OC([N:8]1[CH2:13][CH2:12][CH:11]([C:14](=[O:26])[NH:15][C:16]2[S:17][C:18]3[CH:24]=[C:23]([OH:25])[CH:22]=[CH:21][C:19]=3[N:20]=2)[CH2:10][CH2:9]1)=O)(C)(C)C.[F:27][C:28]1[CH:33]=[CH:32][C:31]([S:34](Cl)(=[O:36])=[O:35])=[CH:30][CH:29]=1.C(N(CC)CC)C, predict the reaction product. The product is: [NH:8]1[CH2:9][CH2:10][CH:11]([C:14]([NH:15][C:16]2[S:17][C:18]3[CH:24]=[C:23]([O:25][S:34]([C:31]4[CH:32]=[CH:33][C:28]([F:27])=[CH:29][CH:30]=4)(=[O:36])=[O:35])[CH:22]=[CH:21][C:19]=3[N:20]=2)=[O:26])[CH2:12][CH2:13]1. (3) Given the reactants [C:1]([N:5]1[CH2:10][CH2:9][N:8]([CH2:11][C:12]2[CH:13]=[C:14](B(O)O)[CH:15]=[CH:16][CH:17]=2)[CH2:7][CH2:6]1)([CH3:4])([CH3:3])[CH3:2].C([O-])([O-])=O.[Na+].[Na+].Br[C:28]1[CH:29]=[C:30]([C:34]2[CH:39]=[C:38]([NH:40][CH:41]([CH3:43])[CH3:42])[N:37]=[C:36]([C:44]3[CH:49]=[CH:48][CH:47]=[CH:46][N:45]=3)[CH:35]=2)[CH:31]=[N:32][CH:33]=1, predict the reaction product. The product is: [C:1]([N:5]1[CH2:10][CH2:9][N:8]([CH2:11][C:12]2[CH:13]=[C:14]([C:28]3[CH:29]=[C:30]([C:34]4[CH:39]=[C:38]([NH:40][CH:41]([CH3:43])[CH3:42])[N:37]=[C:36]([C:44]5[CH:49]=[CH:48][CH:47]=[CH:46][N:45]=5)[CH:35]=4)[CH:31]=[N:32][CH:33]=3)[CH:15]=[CH:16][CH:17]=2)[CH2:7][CH2:6]1)([CH3:4])([CH3:3])[CH3:2]. (4) Given the reactants [C:1]([C:3]([C:20]#[N:21])=[C:4](OC)[C:5]1[CH:10]=[CH:9][C:8]([O:11][C:12]2[CH:17]=[CH:16][CH:15]=[CH:14][CH:13]=2)=[CH:7][CH:6]=1)#[N:2].O.[NH2:23][NH2:24].O, predict the reaction product. The product is: [NH2:2][C:1]1[C:3]([C:20]#[N:21])=[C:4]([C:5]2[CH:10]=[CH:9][C:8]([O:11][C:12]3[CH:17]=[CH:16][CH:15]=[CH:14][CH:13]=3)=[CH:7][CH:6]=2)[NH:24][N:23]=1. (5) Given the reactants C(OC(=O)[NH:10][C:11]1([CH3:27])[CH2:16][CH2:15][N:14]([C:17]2[N:22]=[C:21]([C:23]([F:26])([F:25])[F:24])[CH:20]=[CH:19][N:18]=2)[CH2:13][CH2:12]1)C1C=CC=CC=1.I[Si](C)(C)C, predict the reaction product. The product is: [CH3:27][C:11]1([NH2:10])[CH2:12][CH2:13][N:14]([C:17]2[N:22]=[C:21]([C:23]([F:26])([F:25])[F:24])[CH:20]=[CH:19][N:18]=2)[CH2:15][CH2:16]1. (6) Given the reactants [CH2:1]([N:4]1[C:13](=[O:14])[C:12]2[C:11](C)(C)[CH2:10][C:9]3[CH:17]=[C:18](OC)[CH:19]=CC=3[C:7]=2[N:6]=[C:5]1[S:23][CH2:24]COC)[CH:2]=[CH2:3].NC(N)=S.COCCOS([C:40]1[CH:45]=[CH:44][C:43]([CH3:46])=[CH:42][CH:41]=1)(=O)=O, predict the reaction product. The product is: [CH2:1]([N:4]1[C:13](=[O:14])[C:12]2[C:11]3([CH2:10][CH2:9][CH2:17][CH2:18][CH2:19]3)[CH2:46][C:43]3[CH:44]=[CH:45][CH:40]=[CH:41][C:42]=3[C:7]=2[N:6]=[C:5]1[S:23][CH3:24])[CH:2]=[CH2:3].